From a dataset of Full USPTO retrosynthesis dataset with 1.9M reactions from patents (1976-2016). Predict the reactants needed to synthesize the given product. (1) Given the product [CH:28]1([N:23]2[C:22]3[CH:33]=[CH:34][C:19]([CH:17]([OH:18])[CH:16]([NH:15][C:5](=[O:7])[CH2:4][CH2:3][O:2][CH3:1])[C:35]4[CH:36]=[C:37]([CH3:41])[CH:38]=[CH:39][CH:40]=4)=[CH:20][C:21]=3[N:25]([CH3:26])[C:24]2=[O:27])[CH2:29][CH2:30][CH2:31][CH2:32]1, predict the reactants needed to synthesize it. The reactants are: [CH3:1][O:2][CH2:3][CH2:4][C:5]([OH:7])=O.C(Cl)(=O)C(Cl)=O.Cl.[NH2:15][CH:16]([C:35]1[CH:36]=[C:37]([CH3:41])[CH:38]=[CH:39][CH:40]=1)[CH:17]([C:19]1[CH:34]=[CH:33][C:22]2[N:23]([CH:28]3[CH2:32][CH2:31][CH2:30][CH2:29]3)[C:24](=[O:27])[N:25]([CH3:26])[C:21]=2[CH:20]=1)[OH:18].C(N(CC)CC)C. (2) Given the product [CH3:20][C:11]([O:12][C:13]1[CH:18]=[CH:17][CH:16]=[CH:15][CH:14]=1)([CH3:19])[CH2:10][CH2:9][OH:8], predict the reactants needed to synthesize it. The reactants are: C([O:8][CH2:9][CH2:10][C:11]([CH3:20])([CH3:19])[O:12][C:13]1[CH:18]=[CH:17][CH:16]=[CH:15][CH:14]=1)C1C=CC=CC=1. (3) Given the product [C:1]([O:5][C:6]([N:8]1[C:16]2[C:11](=[CH:12][CH:13]=[CH:14][CH:15]=2)[CH2:10][C@H:9]1[C:17](=[O:18])[NH:53][C:54]1[S:55][CH:56]=[C:57]([C:59]2[CH:60]=[CH:61][C:62]([C:63](=[O:64])[NH:65][CH:66]3[CH2:67][CH2:68]3)=[CH:69][CH:70]=2)[N:58]=1)=[O:7])([CH3:4])([CH3:3])[CH3:2], predict the reactants needed to synthesize it. The reactants are: [C:1]([O:5][C:6]([N:8]1[C:16]2[C:11](=[CH:12][CH:13]=[CH:14][CH:15]=2)[CH2:10][C@H:9]1[C:17](O)=[O:18])=[O:7])([CH3:4])([CH3:3])[CH3:2].CCN(C(C)C)C(C)C.CN(C(ON1N=NC2C=CC=NC1=2)=[N+](C)C)C.F[P-](F)(F)(F)(F)F.[NH2:53][C:54]1[S:55][CH:56]=[C:57]([C:59]2[CH:70]=[CH:69][C:62]([C:63]([NH:65][CH:66]3[CH2:68][CH2:67]3)=[O:64])=[CH:61][CH:60]=2)[N:58]=1. (4) The reactants are: [CH2:1]([O:8][C:9]1[C:18]2[N:17]=[CH:16][CH:15]=[CH:14][C:13]=2[C:12]([S:19](Cl)(=O)=O)=[CH:11][CH:10]=1)[C:2]1[CH:7]=[CH:6][CH:5]=[CH:4][CH:3]=1.C1(P(C2C=CC=CC=2)C2C=CC=CC=2)C=CC=CC=1.[BH4-].[Na+].[H-].[Na+].I[CH2:47][CH:48]([CH3:50])[CH3:49]. Given the product [CH2:1]([O:8][C:9]1[CH:10]=[CH:11][C:12]([S:19][CH2:47][CH:48]([CH3:50])[CH3:49])=[C:13]2[C:18]=1[N:17]=[CH:16][CH:15]=[CH:14]2)[C:2]1[CH:7]=[CH:6][CH:5]=[CH:4][CH:3]=1, predict the reactants needed to synthesize it. (5) Given the product [F:20][C:21]([F:34])([F:35])[C:22]1[CH:23]=[C:24]([NH:32][NH:33][C:9](=[O:11])[CH:8]([N:5]2[CH2:4][CH2:3][N:2]([CH3:1])[CH2:7][CH2:6]2)[C:12]2[CH:13]=[N:14][C:15]([CH3:18])=[CH:16][CH:17]=2)[CH:25]=[C:26]([C:28]([F:31])([F:29])[F:30])[CH:27]=1, predict the reactants needed to synthesize it. The reactants are: [CH3:1][N:2]1[CH2:7][CH2:6][N:5]([CH:8]([C:12]2[CH:13]=[N:14][C:15]([CH3:18])=[CH:16][CH:17]=2)[C:9]([O-:11])=O)[CH2:4][CH2:3]1.[K+].[F:20][C:21]([F:35])([F:34])[C:22]1[CH:23]=[C:24]([NH:32][NH2:33])[CH:25]=[C:26]([C:28]([F:31])([F:30])[F:29])[CH:27]=1.CN1CCOCC1.F[P-](F)(F)(F)(F)F.N1(O[P+](N(C)C)(N(C)C)N(C)C)C2C=CC=CC=2N=N1. (6) The reactants are: Cl[C:2]1[N:7]=[C:6]([N:8]2[CH2:13][CH2:12][O:11][CH2:10][C@H:9]2[CH3:14])[CH:5]=[C:4]([C:15]2([S@:18]([CH3:21])(=[NH:20])=[O:19])[CH2:17][CH2:16]2)[N:3]=1.C([O-])([O-])=O.[Na+].[Na+].CC1(C)C(C)(C)OB([C:36]2[CH:41]=[CH:40][N:39]=[C:38]3[N:42](S(C4C=CC(C)=CC=4)(=O)=O)[CH:43]=[CH:44][C:37]=23)O1.[OH-].[Na+].Cl. Given the product [CH3:14][C@@H:9]1[CH2:10][O:11][CH2:12][CH2:13][N:8]1[C:6]1[CH:5]=[C:4]([C:15]2([S@@:18]([CH3:21])(=[NH:20])=[O:19])[CH2:17][CH2:16]2)[N:3]=[C:2]([C:36]2[CH:41]=[CH:40][N:39]=[C:38]3[NH:42][CH:43]=[CH:44][C:37]=23)[N:7]=1, predict the reactants needed to synthesize it. (7) Given the product [F:13][CH2:14][CH2:15][N:16]1[CH2:21][CH2:20][CH:19]([NH:22][C:1]([NH:46][C:41]2[CH:42]=[C:43]3[C:38](=[CH:39][CH:40]=2)[N:37]=[C:36]([NH:35][CH:33]2[C:34]4[C:29](=[CH:28][CH:27]=[CH:26][C:25]=4[O:24][CH3:23])[CH2:30][CH2:31][CH2:32]2)[CH:45]=[CH:44]3)=[O:2])[CH2:18][CH2:17]1, predict the reactants needed to synthesize it. The reactants are: [C:1](=O)(OC(Cl)(Cl)Cl)[O:2]C(Cl)(Cl)Cl.[F:13][CH2:14][CH2:15][N:16]1[CH2:21][CH2:20][CH:19]([NH2:22])[CH2:18][CH2:17]1.[CH3:23][O:24][C:25]1[CH:26]=[CH:27][CH:28]=[C:29]2[C:34]=1[CH:33]([NH:35][C:36]1[CH:45]=[CH:44][C:43]3[C:38](=[CH:39][CH:40]=[C:41]([NH2:46])[CH:42]=3)[N:37]=1)[CH2:32][CH2:31][CH2:30]2. (8) Given the product [CH2:15]([N:20]([CH2:2][C:3]([NH:5][C:6]1[C:11]([F:12])=[CH:10][C:9]([F:13])=[CH:8][C:7]=1[F:14])=[O:4])[CH2:21][C:22]1[CH:23]=[CH:24][C:25]([C:28]2[CH:33]=[CH:32][CH:31]=[CH:30][C:29]=2[C:34]2[N:38]([C:39]([C:40]3[CH:41]=[CH:42][CH:43]=[CH:44][CH:45]=3)([C:52]3[CH:53]=[CH:54][CH:55]=[CH:56][CH:57]=3)[C:46]3[CH:47]=[CH:48][CH:49]=[CH:50][CH:51]=3)[N:37]=[N:36][N:35]=2)=[CH:26][CH:27]=1)[CH2:16][CH2:17][CH2:18][CH3:19], predict the reactants needed to synthesize it. The reactants are: Cl[CH2:2][C:3]([NH:5][C:6]1[C:11]([F:12])=[CH:10][C:9]([F:13])=[CH:8][C:7]=1[F:14])=[O:4].[CH2:15]([NH:20][CH2:21][C:22]1[CH:27]=[CH:26][C:25]([C:28]2[CH:33]=[CH:32][CH:31]=[CH:30][C:29]=2[C:34]2[N:38]([C:39]([C:52]3[CH:57]=[CH:56][CH:55]=[CH:54][CH:53]=3)([C:46]3[CH:51]=[CH:50][CH:49]=[CH:48][CH:47]=3)[C:40]3[CH:45]=[CH:44][CH:43]=[CH:42][CH:41]=3)[N:37]=[N:36][N:35]=2)=[CH:24][CH:23]=1)[CH2:16][CH2:17][CH2:18][CH3:19].[I-].[K+].C(N(CC)CC)C. (9) Given the product [C:1]([O:4][C@H:5]([CH3:33])[CH2:6][CH2:7][CH2:8][CH2:9][N:10]1[C:19](=[O:20])[C:18]2[N:17]3[CH2:21][CH2:22][CH2:50][NH:52][C:16]3=[N:15][C:14]=2[N:13]([CH3:32])[C:11]1=[O:12])(=[O:3])[CH3:2], predict the reactants needed to synthesize it. The reactants are: [C:1]([O:4][C@H:5]([CH3:33])[CH2:6][CH2:7][CH2:8][CH2:9][N:10]1[C:19](=[O:20])[C:18]2[N:17]([CH2:21][CH2:22]NC(OC(C)(C)C)=O)[C:16](Br)=[N:15][C:14]=2[N:13]([CH3:32])[C:11]1=[O:12])(=[O:3])[CH3:2].FC(F)(F)C(O)=O.ClCCl.C(=O)([O-])[O-].[K+].[K+].[C:50](#[N:52])C.